This data is from Forward reaction prediction with 1.9M reactions from USPTO patents (1976-2016). The task is: Predict the product of the given reaction. The product is: [CH3:1][O:3][C:4](=[O:12])[C:5]1[CH:10]=[CH:9][C:8]([N:13]2[C:21]3[C:16](=[CH:17][CH:18]=[CH:19][CH:20]=3)[CH:15]=[CH:14]2)=[CH:7][CH:6]=1. Given the reactants [CH2:1]([O:3][C:4](=[O:12])[C:5]1[CH:10]=[CH:9][C:8](F)=[CH:7][CH:6]=1)C.[NH:13]1[C:21]2[C:16](=[CH:17][CH:18]=[CH:19][CH:20]=2)[CH:15]=[CH:14]1.[F-].[K+].C1OCCOCCOCCOCCOCCOC1, predict the reaction product.